Dataset: M1 muscarinic receptor antagonist screen with 61,756 compounds. Task: Binary Classification. Given a drug SMILES string, predict its activity (active/inactive) in a high-throughput screening assay against a specified biological target. The compound is s1c2N(CN(C3CCCC3)Cc2c2c1CCCC2)C(=O)C. The result is 0 (inactive).